This data is from Ames mutagenicity test results for genotoxicity prediction. The task is: Regression/Classification. Given a drug SMILES string, predict its toxicity properties. Task type varies by dataset: regression for continuous values (e.g., LD50, hERG inhibition percentage) or binary classification for toxic/non-toxic outcomes (e.g., AMES mutagenicity, cardiotoxicity, hepatotoxicity). Dataset: ames. The drug is Nc1ccc(/N=N/c2ccc(S(=O)(=O)O)cc2)c(N)c1. The result is 1 (mutagenic).